From a dataset of Reaction yield outcomes from USPTO patents with 853,638 reactions. Predict the reaction yield, written as a fraction of the theoretical maximum amount of product (1.0 means a 100% yield; for example, 0.34 means a 34% yield). (1) The reactants are [CH3:1][O:2][C:3]([C:5]1[CH:13]=[CH:12][C:8]([C:9]([OH:11])=O)=[CH:7][CH:6]=1)=[O:4].[NH2:14][NH:15][C:16](=[O:22])[O:17][C:18]([CH3:21])([CH3:20])[CH3:19].CCN=C=NCCCN(C)C. The catalyst is CN(C1C=CN=CC=1)C.C(Cl)Cl.CCOC(C)=O. The product is [CH3:19][C:18]([O:17][C:16]([NH:15][NH:14][C:9]([C:8]1[CH:7]=[CH:6][C:5]([C:3]([O:2][CH3:1])=[O:4])=[CH:13][CH:12]=1)=[O:11])=[O:22])([CH3:21])[CH3:20]. The yield is 0.900. (2) The product is [Br:10][C:8]1[CH:7]=[CH:6][C:5]2[O:1][CH2:2][CH2:3][C:4]=2[CH:9]=1. The catalyst is C(O)(=O)C. The reactants are [O:1]1[C:5]2[CH:6]=[CH:7][CH:8]=[CH:9][C:4]=2[CH2:3][CH2:2]1.[Br:10]Br.C(=O)(O)[O-].[Na+]. The yield is 0.280. (3) The reactants are [CH3:1][N:2]1[CH2:15][CH2:14][C:5]2[NH:6][C:7]3[CH:8]=[CH:9][C:10]([CH3:13])=[CH:11][C:12]=3[C:4]=2[CH2:3]1.[OH-].[K+].Br[CH2:19][CH2:20][C:21]1[CH:26]=[CH:25][C:24]([O:27][CH2:28][CH3:29])=[CH:23][CH:22]=1. The catalyst is CN1CCCC1=O.O. The product is [CH2:28]([O:27][C:24]1[CH:25]=[CH:26][C:21]([CH2:20][CH2:19][N:6]2[C:7]3[CH:8]=[CH:9][C:10]([CH3:13])=[CH:11][C:12]=3[C:4]3[CH2:3][N:2]([CH3:1])[CH2:15][CH2:14][C:5]2=3)=[CH:22][CH:23]=1)[CH3:29]. The yield is 0.100. (4) The reactants are [C:1]([OH:8])(=[O:7])/[CH:2]=[CH:3]/[C:4]([OH:6])=[O:5].[Cl:9][C:10]1[CH:15]=[CH:14][C:13]([C:16]2[S:17][C:18]3[C:19](=[O:39])[N:20]([C:25]4[CH:30]=[CH:29][C:28]([O:31][CH:32]5[CH2:35][N:34]([CH3:36])[CH2:33]5)=[C:27]([O:37][CH3:38])[CH:26]=4)[CH:21]=[CH:22][C:23]=3[N:24]=2)=[CH:12][CH:11]=1. The catalyst is CO. The product is [C:1]([OH:8])(=[O:7])/[CH:2]=[CH:3]/[C:4]([OH:6])=[O:5].[Cl:9][C:10]1[CH:15]=[CH:14][C:13]([C:16]2[S:17][C:18]3[C:19](=[O:39])[N:20]([C:25]4[CH:30]=[CH:29][C:28]([O:31][CH:32]5[CH2:33][N:34]([CH3:36])[CH2:35]5)=[C:27]([O:37][CH3:38])[CH:26]=4)[CH:21]=[CH:22][C:23]=3[N:24]=2)=[CH:12][CH:11]=1. The yield is 0.890.